Binary Classification. Given a T-cell receptor sequence (or CDR3 region) and an epitope sequence, predict whether binding occurs between them. From a dataset of TCR-epitope binding with 47,182 pairs between 192 epitopes and 23,139 TCRs. (1) The epitope is KLSYGIATV. The TCR CDR3 sequence is CATGAASSYEQYF. Result: 0 (the TCR does not bind to the epitope). (2) The epitope is YVLDHLIVV. The TCR CDR3 sequence is CASSQAGTFSGANVLTF. Result: 0 (the TCR does not bind to the epitope). (3) The epitope is QIKVRVKMV. The TCR CDR3 sequence is CSVEESGLAGNTGELFF. Result: 1 (the TCR binds to the epitope).